Dataset: Forward reaction prediction with 1.9M reactions from USPTO patents (1976-2016). Task: Predict the product of the given reaction. (1) Given the reactants [CH2:1]([N:8]1[C:17]2[C:12](=[CH:13][CH:14]=[CH:15][CH:16]=2)[C:11]([N:18]([CH:22]2[CH2:24][CH2:23]2)[C:19](=[O:21])[CH3:20])=[CH:10][CH:9]1[CH3:25])[C:2]1[CH:7]=[CH:6][CH:5]=[CH:4][CH:3]=1.[BH4-].[Na+].ClCCl.O, predict the reaction product. The product is: [CH2:1]([N:8]1[C:17]2[C:12](=[CH:13][CH:14]=[CH:15][CH:16]=2)[C@H:11]([N:18]([CH:22]2[CH2:24][CH2:23]2)[C:19](=[O:21])[CH3:20])[CH2:10][C@@H:9]1[CH3:25])[C:2]1[CH:3]=[CH:4][CH:5]=[CH:6][CH:7]=1. (2) Given the reactants [Cl:1][C:2]1[CH:3]=[C:4]([N:10]2[C:14]([CH3:15])=[C:13]([O:16][C:17]3[CH:22]=[CH:21][C:20]([C:23]([NH:25][CH2:26][C:27](O)=[O:28])=[O:24])=[CH:19][CH:18]=3)[C:12]([CH3:30])=[N:11]2)[CH:5]=[CH:6][C:7]=1[C:8]#[N:9].O[N:32]1[C:36]2C=CC=CC=2N=N1.CN.C1COCC1.Cl.CN(C)CCCN=C=NCC.Cl, predict the reaction product. The product is: [Cl:1][C:2]1[CH:3]=[C:4]([N:10]2[C:14]([CH3:15])=[C:13]([O:16][C:17]3[CH:22]=[CH:21][C:20]([C:23]([NH:25][CH2:26][C:27]([NH:32][CH3:36])=[O:28])=[O:24])=[CH:19][CH:18]=3)[C:12]([CH3:30])=[N:11]2)[CH:5]=[CH:6][C:7]=1[C:8]#[N:9]. (3) Given the reactants [F:1][C:2]1[CH:7]=[C:6]([F:8])[CH:5]=[CH:4][C:3]=1[C:9]1[C:17]2[C:12](=[CH:13][C:14]([O:18][CH2:19][CH2:20][N:21]3[CH2:26][CH2:25][N:24]([S:27]([CH3:30])(=[O:29])=[O:28])[CH2:23][CH2:22]3)=[CH:15][CH:16]=2)[C:11](=[O:31])[C:10]=1C1C=CC(C)=CC=1.O1CCN(CCOC2C=C3C(C(C4C=CC=CC=4)=C(Br)C3=O)=CC=2)CC1.[N:65]1[C:74]2[C:69](=[CH:70][CH:71]=[CH:72][CH:73]=2)[CH:68]=[C:67](B(O)O)[CH:66]=1, predict the reaction product. The product is: [F:1][C:2]1[CH:7]=[C:6]([F:8])[CH:5]=[CH:4][C:3]=1[C:9]1[C:17]2[C:12](=[CH:13][C:14]([O:18][CH2:19][CH2:20][N:21]3[CH2:22][CH2:23][N:24]([S:27]([CH3:30])(=[O:28])=[O:29])[CH2:25][CH2:26]3)=[CH:15][CH:16]=2)[C:11](=[O:31])[C:10]=1[C:67]1[CH:66]=[N:65][C:74]2[C:69]([CH:68]=1)=[CH:70][CH:71]=[CH:72][CH:73]=2. (4) Given the reactants [C:1]([C:4]1[CH:9]=[CH:8][CH:7]=[CH:6][C:5]=1[C:10]1[CH:11]=[N:12][N:13]2[C:18]([C:19]3[CH:20]=[C:21]([NH:25][C:26](=[O:37])[C:27]4[CH:32]=[CH:31][CH:30]=[C:29]([C:33]([F:36])([F:35])[F:34])[CH:28]=4)[CH:22]=[CH:23][CH:24]=3)=[CH:17][CH:16]=[N:15][C:14]=12)(=[O:3])[CH3:2].[BH4-].[Na+], predict the reaction product. The product is: [OH:3][CH:1]([C:4]1[CH:9]=[CH:8][CH:7]=[CH:6][C:5]=1[C:10]1[CH:11]=[N:12][N:13]2[C:18]([C:19]3[CH:20]=[C:21]([NH:25][C:26](=[O:37])[C:27]4[CH:32]=[CH:31][CH:30]=[C:29]([C:33]([F:35])([F:36])[F:34])[CH:28]=4)[CH:22]=[CH:23][CH:24]=3)=[CH:17][CH:16]=[N:15][C:14]=12)[CH3:2]. (5) Given the reactants Cl.[NH2:2][CH:3]1[CH2:7][N:6]([C:8]2[CH:13]=[CH:12][C:11]([O:14][CH2:15][C:16]3[CH:21]=[CH:20][CH:19]=[C:18]([F:22])[CH:17]=3)=[CH:10][CH:9]=2)[C:5](=[O:23])[CH2:4]1.C(N(C(C)C)C(C)C)C.C[Si]([N:37]=[C:38]=[O:39])(C)C, predict the reaction product. The product is: [F:22][C:18]1[CH:17]=[C:16]([CH:21]=[CH:20][CH:19]=1)[CH2:15][O:14][C:11]1[CH:10]=[CH:9][C:8]([N:6]2[C:5](=[O:23])[CH2:4][CH:3]([NH:2][C:38]([NH2:37])=[O:39])[CH2:7]2)=[CH:13][CH:12]=1. (6) Given the reactants C(OC([N:8]1[CH2:11][CH:10]([O:12][C:13]2[CH:18]=[C:17]([F:19])[C:16]([CH:20]3[C:32]4[NH:31][C:30]5[C:25](=[CH:26][C:27]([F:33])=[CH:28][CH:29]=5)[C:24]=4[CH2:23][CH:22]([CH3:34])[N:21]3[CH2:35][C:36]([F:57])([CH3:56])[CH2:37][O:38][Si:39]([C:52]([CH3:55])([CH3:54])[CH3:53])([C:46]3[CH:51]=[CH:50][CH:49]=[CH:48][CH:47]=3)[C:40]3[CH:45]=[CH:44][CH:43]=[CH:42][CH:41]=3)=[C:15]([F:58])[CH:14]=2)[CH2:9]1)=O)(C)(C)C.S(=O)(=O)(O)O, predict the reaction product. The product is: [NH:8]1[CH2:11][CH:10]([O:12][C:13]2[CH:14]=[C:15]([F:58])[C:16]([CH:20]3[C:32]4[NH:31][C:30]5[C:25](=[CH:26][C:27]([F:33])=[CH:28][CH:29]=5)[C:24]=4[CH2:23][CH:22]([CH3:34])[N:21]3[CH2:35][C:36]([F:57])([CH3:56])[CH2:37][O:38][Si:39]([C:52]([CH3:54])([CH3:53])[CH3:55])([C:40]3[CH:45]=[CH:44][CH:43]=[CH:42][CH:41]=3)[C:46]3[CH:51]=[CH:50][CH:49]=[CH:48][CH:47]=3)=[C:17]([F:19])[CH:18]=2)[CH2:9]1.